Dataset: Peptide-MHC class II binding affinity with 134,281 pairs from IEDB. Task: Regression. Given a peptide amino acid sequence and an MHC pseudo amino acid sequence, predict their binding affinity value. This is MHC class II binding data. (1) The binding affinity (normalized) is 0.114. The MHC is DRB1_0101 with pseudo-sequence DRB1_0101. The peptide sequence is SGWGWTGSDGKTTWC. (2) The peptide sequence is IFRHWYWQQPYYIVA. The MHC is HLA-DQA10102-DQB10602 with pseudo-sequence HLA-DQA10102-DQB10602. The binding affinity (normalized) is 0.151. (3) The peptide sequence is MVTQMAMTDTTPFGQQR. The MHC is DRB5_0101 with pseudo-sequence DRB5_0101. The binding affinity (normalized) is 0.145. (4) The peptide sequence is GPDNPGEPLVLKEGI. The MHC is DRB1_0101 with pseudo-sequence DRB1_0101. The binding affinity (normalized) is 0.376.